From a dataset of Catalyst prediction with 721,799 reactions and 888 catalyst types from USPTO. Predict which catalyst facilitates the given reaction. (1) Reactant: [CH2:1]([O:3][C:4](=[O:38])[C:5]([O:29][C:30]1[CH:35]=[CH:34][C:33]([CH3:36])=[C:32]([CH3:37])[CH:31]=1)([CH3:28])[CH:6]([C:14]1[CH:19]=[CH:18][C:17]([O:20]CC2C=CC=CC=2)=[CH:16][CH:15]=1)OC(=O)C(F)(F)F)[CH3:2]. Product: [CH2:1]([O:3][C:4](=[O:38])[C:5]([O:29][C:30]1[CH:35]=[CH:34][C:33]([CH3:36])=[C:32]([CH3:37])[CH:31]=1)([CH3:28])[CH2:6][C:14]1[CH:15]=[CH:16][C:17]([OH:20])=[CH:18][CH:19]=1)[CH3:2]. The catalyst class is: 78. (2) Reactant: C([O:3][C:4]([C:6]1[N:7]=[C:8]2[C:13]([Cl:14])=[CH:12][C:11]([F:15])=[C:10]([C:16]3[C:20]([Cl:21])=[C:19]([O:22][CH:23]([F:25])[F:24])[N:18]([CH3:26])[N:17]=3)[N:9]2[CH:27]=1)=[O:5])C.[OH-].[Na+].Cl. Product: [Cl:14][C:13]1[C:8]2[N:9]([CH:27]=[C:6]([C:4]([OH:5])=[O:3])[N:7]=2)[C:10]([C:16]2[C:20]([Cl:21])=[C:19]([O:22][CH:23]([F:25])[F:24])[N:18]([CH3:26])[N:17]=2)=[C:11]([F:15])[CH:12]=1. The catalyst class is: 16. (3) Reactant: [CH3:1][O:2][CH2:3][CH:4]([CH3:29])[O:5][C:6]1[CH:7]=[C:8]([O:18][C:19]2[CH:24]=[CH:23][C:22]([S:25]([CH3:28])(=[O:27])=[O:26])=[CH:21][CH:20]=2)[CH:9]=[C:10]2[C:14]=1[NH:13][C:12]([C:15](O)=[O:16])=[CH:11]2.Cl.C([N:33]=C=NCCCN(C)C)C.[NH4+].ON1C2C=CC=CC=2N=N1. Product: [CH3:1][O:2][CH2:3][CH:4]([CH3:29])[O:5][C:6]1[CH:7]=[C:8]([O:18][C:19]2[CH:24]=[CH:23][C:22]([S:25]([CH3:28])(=[O:27])=[O:26])=[CH:21][CH:20]=2)[CH:9]=[C:10]2[C:14]=1[NH:13][C:12]([C:15]([NH2:33])=[O:16])=[CH:11]2. The catalyst class is: 9. (4) Reactant: [F:1][C:2]1[CH:10]=[CH:9][C:8]([N:11]([CH3:20])[S:12]([C:15]2[S:16][CH:17]=[CH:18][CH:19]=2)(=[O:14])=[O:13])=[C:7]2[C:3]=1[CH:4]=[C:5]([C:24]([OH:26])=O)[N:6]2[CH2:21][O:22][CH3:23].C[N:28](C)C=O.Cl.CN(C)CCCN=C=NCC. Product: [F:1][C:2]1[CH:10]=[CH:9][C:8]([N:11]([CH3:20])[S:12]([C:15]2[S:16][CH:17]=[CH:18][CH:19]=2)(=[O:14])=[O:13])=[C:7]2[C:3]=1[CH:4]=[C:5]([C:24]([NH2:28])=[O:26])[N:6]2[CH2:21][O:22][CH3:23]. The catalyst class is: 13.